From a dataset of Reaction yield outcomes from USPTO patents with 853,638 reactions. Predict the reaction yield, written as a fraction of the theoretical maximum amount of product (1.0 means a 100% yield; for example, 0.34 means a 34% yield). (1) The reactants are [CH2:1]([C:3]([C:16]1[CH:29]=[CH:28][C:19]([O:20][CH2:21][C:22](=[O:27])[C:23]([CH3:26])([CH3:25])[CH3:24])=[C:18]([CH3:30])[CH:17]=1)([C:6]1[O:7][C:8]2[CH:14]=[C:13]([OH:15])[CH:12]=[CH:11][C:9]=2[CH:10]=1)[CH2:4][CH3:5])[CH3:2].N1C(C)=CC=CC=1C.[F:39][C:40]([F:53])([F:52])[S:41](O[S:41]([C:40]([F:53])([F:52])[F:39])(=[O:43])=[O:42])(=[O:43])=[O:42]. The catalyst is C(Cl)Cl. The product is [CH3:26][C:23]([CH3:25])([CH3:24])[C:22](=[O:27])[CH2:21][O:20][C:19]1[CH:28]=[CH:29][C:16]([C:3]([C:6]2[O:7][C:8]3[CH:14]=[C:13]([O:15][S:41]([C:40]([F:53])([F:52])[F:39])(=[O:43])=[O:42])[CH:12]=[CH:11][C:9]=3[CH:10]=2)([CH2:4][CH3:5])[CH2:1][CH3:2])=[CH:17][C:18]=1[CH3:30]. The yield is 0.860. (2) The reactants are [NH:1]1[CH2:5][CH2:4][CH2:3][CH2:2]1.CS(O[CH2:11][CH2:12][CH2:13][N:14]1[C:22]2[C:17](=[CH:18][CH:19]=[CH:20][CH:21]=2)[C:16]([C:23]2[C:24](=[O:48])[NH:25][C:26](=[O:47])[C:27]=2[C:28]2[C:36]3[C:31](=[CH:32][CH:33]=[CH:34][CH:35]=3)[N:30]([C:37]3[CH:46]=[CH:45][C:44]4[C:39](=[CH:40][CH:41]=[CH:42][CH:43]=4)[CH:38]=3)[CH:29]=2)=[N:15]1)(=O)=O.O. The catalyst is CC(N(C)C)=O. The product is [CH:38]1[C:39]2[C:44](=[CH:43][CH:42]=[CH:41][CH:40]=2)[CH:45]=[CH:46][C:37]=1[N:30]1[C:31]2[C:36](=[CH:35][CH:34]=[CH:33][CH:32]=2)[C:28]([C:27]2[C:26](=[O:47])[NH:25][C:24](=[O:48])[C:23]=2[C:16]2[C:17]3[C:22](=[CH:21][CH:20]=[CH:19][CH:18]=3)[N:14]([CH2:13][CH2:12][CH2:11][N:1]3[CH2:5][CH2:4][CH2:3][CH2:2]3)[N:15]=2)=[CH:29]1. The yield is 0.180. (3) The reactants are [CH3:1][O:2][C:3]([C:5]1[C:14]([CH3:15])=[C:13]([OH:16])[C:12]2[C:7](=[CH:8][CH:9]=[C:10]([F:17])[CH:11]=2)[CH:6]=1)=[O:4].C(=O)([O-])[O-].[K+].[K+].[CH2:24](Br)[C:25]1[CH:30]=[CH:29][CH:28]=[CH:27][CH:26]=1. The catalyst is CC(C)=O. The product is [CH3:1][O:2][C:3]([C:5]1[C:14]([CH3:15])=[C:13]([O:16][CH2:24][C:25]2[CH:30]=[CH:29][CH:28]=[CH:27][CH:26]=2)[C:12]2[C:7](=[CH:8][CH:9]=[C:10]([F:17])[CH:11]=2)[CH:6]=1)=[O:4]. The yield is 0.940. (4) The reactants are FC(F)(F)S([O:6][S:7]([C:10]([F:13])([F:12])[F:11])(=[O:9])=[O:8])(=O)=O.[C:16]1([S:22]([N:25]2[C:29]3[CH:30]=[N:31][C:32]([C:35]#[N:36])=[C:33](O)[C:28]=3[C:27]3[CH:37]=[CH:38][CH:39]=[N:40][C:26]2=3)(=[O:24])=[O:23])[CH:21]=[CH:20][CH:19]=[CH:18][CH:17]=1.N1C=CC=CC=1.Cl. The catalyst is C(Cl)Cl. The product is [C:16]1([S:22]([N:25]2[C:29]3[CH:30]=[N:31][C:32]([C:35]#[N:36])=[C:33]([O:6][S:7]([C:10]([F:11])([F:12])[F:13])(=[O:8])=[O:9])[C:28]=3[C:27]3[CH:37]=[CH:38][CH:39]=[N:40][C:26]2=3)(=[O:24])=[O:23])[CH:17]=[CH:18][CH:19]=[CH:20][CH:21]=1. The yield is 0.600.